Dataset: Catalyst prediction with 721,799 reactions and 888 catalyst types from USPTO. Task: Predict which catalyst facilitates the given reaction. (1) Reactant: [OH:1][CH2:2][C@@H:3]([NH:11][C:12]1[CH:17]=[CH:16][NH:15][C:14](=[O:18])[C:13]=1[C:19]1[NH:23][C:22]2[CH:24]=[C:25]([N:29]3[CH2:34][CH2:33][NH:32][CH2:31][CH2:30]3)[CH:26]=[C:27]([CH3:28])[C:21]=2[N:20]=1)[CH2:4][C:5]1[CH:10]=[CH:9][CH:8]=[CH:7][CH:6]=1.[CH3:35][C:36]([CH3:38])=O.C1COCC1.[BH3-]C#N.[Na+]. Product: [OH:1][CH2:2][C@@H:3]([NH:11][C:12]1[CH:17]=[CH:16][NH:15][C:14](=[O:18])[C:13]=1[C:19]1[NH:23][C:22]2[CH:24]=[C:25]([N:29]3[CH2:30][CH2:31][N:32]([CH:36]([CH3:38])[CH3:35])[CH2:33][CH2:34]3)[CH:26]=[C:27]([CH3:28])[C:21]=2[N:20]=1)[CH2:4][C:5]1[CH:6]=[CH:7][CH:8]=[CH:9][CH:10]=1. The catalyst class is: 5. (2) Reactant: S(=O)(=O)(O)O.[CH:6]([O:11][CH3:12])(OC)OC.[Cl:13][C:14]1[CH:15]=[C:16]2[C:20](=[CH:21][CH:22]=1)[C:19](=[O:23])C[CH2:17]2.CC1C=CC(S(OI(O)C2C=CC=CC=2)(=O)=O)=CC=1. Product: [Cl:13][C:14]1[CH:15]=[C:16]2[C:20](=[CH:21][CH:22]=1)[C:19](=[O:23])[CH:6]([O:11][CH3:12])[CH2:17]2. The catalyst class is: 5. (3) Reactant: C(N(C(C)C)CC)(C)C.[I-].[Na+].[NH2:12][CH:13]([C:28]1[CH:33]=[C:32]([F:34])[C:31]([F:35])=[C:30]([F:36])[CH:29]=1)[CH2:14][N:15]([C:24]([O:26][CH3:27])=[O:25])[CH2:16][CH:17](Cl)[C:18]([O:20][CH2:21][CH3:22])=[O:19].O.C(=O)(O)[O-].[Na+]. Product: [CH3:27][O:26][C:24]([N:15]1[CH2:14][CH:13]([C:28]2[CH:33]=[C:32]([F:34])[C:31]([F:35])=[C:30]([F:36])[CH:29]=2)[NH:12][CH:17]([C:18]([O:20][CH2:21][CH3:22])=[O:19])[CH2:16]1)=[O:25]. The catalyst class is: 56. (4) Reactant: C([O:3][C:4]([C:6]1[C:15](=[O:16])[NH:14][C:13]2[C:8](=[CH:9][C:10]([CH3:18])=[C:11]([CH3:17])[CH:12]=2)[N:7]=1)=[O:5])C.[OH-].[K+].Cl. Product: [CH3:17][C:11]1[CH:12]=[C:13]2[C:8](=[CH:9][C:10]=1[CH3:18])[N:7]=[C:6]([C:4]([OH:5])=[O:3])[C:15](=[O:16])[NH:14]2. The catalyst class is: 40. (5) Reactant: ClC(Cl)(Cl)CO[C:5](=[O:27])[NH:6][C:7]1[N:8]([C:16]2[CH:21]=[CH:20][CH:19]=[C:18]([O:22][C@H:23]([CH3:26])[CH2:24][OH:25])[CH:17]=2)[N:9]=[C:10]([C:12]([CH3:15])([CH3:14])[CH3:13])[CH:11]=1.[CH3:30][C@H:31]1[CH2:36][CH2:35][CH2:34][CH2:33][N:32]1[C:37]1[N:41]2[CH:42]=[C:43]([O:46][C@H:47]3[C:56]4[C:51](=[CH:52][CH:53]=[CH:54][CH:55]=4)[C@@H:50]([NH2:57])[CH2:49][CH2:48]3)[CH:44]=[CH:45][C:40]2=[N:39][N:38]=1.CCN(C(C)C)C(C)C. Product: [C:12]([C:10]1[CH:11]=[C:7]([NH:6][C:5]([NH:57][C@@H:50]2[C:51]3[C:56](=[CH:55][CH:54]=[CH:53][CH:52]=3)[C@H:47]([O:46][C:43]3[CH:44]=[CH:45][C:40]4[N:41]([C:37]([N:32]5[CH2:33][CH2:34][CH2:35][CH2:36][C@@H:31]5[CH3:30])=[N:38][N:39]=4)[CH:42]=3)[CH2:48][CH2:49]2)=[O:27])[N:8]([C:16]2[CH:21]=[CH:20][CH:19]=[C:18]([O:22][C@H:23]([CH3:26])[CH2:24][OH:25])[CH:17]=2)[N:9]=1)([CH3:15])([CH3:13])[CH3:14]. The catalyst class is: 12. (6) Reactant: Cl.[NH2:2][C:3]1[CH:4]=[CH:5][C:6]([C@H:9]2[CH2:14][CH2:13][C@H:12]([CH2:15][C:16]([O:18][CH3:19])=[O:17])[CH2:11][CH2:10]2)=[N:7][CH:8]=1.C(N(CC)CC)C.Cl[C:28](=[O:33])[C:29]([O:31][CH3:32])=[O:30]. Product: [CH3:19][O:18][C:16](=[O:17])[CH2:15][C@H:12]1[CH2:11][CH2:10][C@H:9]([C:6]2[N:7]=[CH:8][C:3]([NH:2][C:28](=[O:33])[C:29]([O:31][CH3:32])=[O:30])=[CH:4][CH:5]=2)[CH2:14][CH2:13]1. The catalyst class is: 2. (7) Reactant: [Br:1][C:2]1[CH:3]=[C:4]([CH:10](C(OC(C)(C)C)=O)[C:11]([O:13]C(C)(C)C)=[O:12])[CH:5]=[CH:6][C:7]=1[C:8]#[N:9].FC(F)(F)C(O)=O. Product: [Br:1][C:2]1[CH:3]=[C:4]([CH2:10][C:11]([OH:13])=[O:12])[CH:5]=[CH:6][C:7]=1[C:8]#[N:9]. The catalyst class is: 4.